From a dataset of Peptide-MHC class II binding affinity with 134,281 pairs from IEDB. Regression. Given a peptide amino acid sequence and an MHC pseudo amino acid sequence, predict their binding affinity value. This is MHC class II binding data. (1) The peptide sequence is LQLHVDKAVSGLRSL. The binding affinity (normalized) is 0.714. The MHC is DRB1_0301 with pseudo-sequence DRB1_0301. (2) The peptide sequence is DKLYERVKRQLRENAEED. The MHC is DRB1_0701 with pseudo-sequence DRB1_0701. The binding affinity (normalized) is 0. (3) The peptide sequence is GRTTWSIHGKGEWMT. The MHC is HLA-DQA10501-DQB10402 with pseudo-sequence HLA-DQA10501-DQB10402. The binding affinity (normalized) is 0.623. (4) The peptide sequence is EKKYFAATQFEKLAA. The MHC is DRB1_1602 with pseudo-sequence DRB1_1602. The binding affinity (normalized) is 0.562. (5) The peptide sequence is DMGFDAAAPAPEHQP. The MHC is HLA-DQA10301-DQB10302 with pseudo-sequence HLA-DQA10301-DQB10302. The binding affinity (normalized) is 0.482. (6) The peptide sequence is QAVLTATNFFGINTI. The MHC is DRB1_1302 with pseudo-sequence DRB1_1302. The binding affinity (normalized) is 0.579. (7) The peptide sequence is LLVKYVNGDGDVVAV. The MHC is DRB1_1101 with pseudo-sequence DRB1_1101. The binding affinity (normalized) is 0.212. (8) The peptide sequence is EKKYFAATQFERLAA. The MHC is HLA-DQA10401-DQB10402 with pseudo-sequence HLA-DQA10401-DQB10402. The binding affinity (normalized) is 0.450. (9) The peptide sequence is EGSSIGKLFTQTMKG. The MHC is HLA-DQA10201-DQB10303 with pseudo-sequence HLA-DQA10201-DQB10303. The binding affinity (normalized) is 0.373.